From a dataset of Forward reaction prediction with 1.9M reactions from USPTO patents (1976-2016). Predict the product of the given reaction. Given the reactants [Cl:1][C:2]1[CH:3]=[C:4]([C:8]2[N:12]=[C:11]([C@@H:13]([N:15]3C(=O)C4C(=CC=CC=4)C3=O)[CH3:14])[O:10][N:9]=2)[CH:5]=[CH:6][CH:7]=1.CNN, predict the reaction product. The product is: [Cl:1][C:2]1[CH:3]=[C:4]([C:8]2[N:12]=[C:11]([C@@H:13]([NH2:15])[CH3:14])[O:10][N:9]=2)[CH:5]=[CH:6][CH:7]=1.